From a dataset of Forward reaction prediction with 1.9M reactions from USPTO patents (1976-2016). Predict the product of the given reaction. (1) Given the reactants [Br:1][C:2]1[N:6]([CH:7]([CH3:9])[CH3:8])[N:5]=[CH:4][C:3]=1[CH2:10][C:11]1(C(O)=O)[CH2:16][CH2:15][N:14]([C:17]([O:19][C:20]([CH3:23])([CH3:22])[CH3:21])=[O:18])[CH2:13][CH2:12]1.C1(P(N=[N+]=[N-])(C2C=CC=CC=2)=[O:34])C=CC=CC=1.C([N:46]([CH2:49]C)CC)C, predict the reaction product. The product is: [Br:1][C:2]1[N:6]([CH:7]([CH3:9])[CH3:8])[N:5]=[CH:4][C:3]=1[CH2:10][C:11]1([N:46]=[C:49]=[O:34])[CH2:16][CH2:15][N:14]([C:17]([O:19][C:20]([CH3:23])([CH3:21])[CH3:22])=[O:18])[CH2:13][CH2:12]1. (2) Given the reactants [NH2:1][C@@H:2]([CH2:33][C:34]1[CH:39]=[CH:38][CH:37]=[CH:36][CH:35]=1)[CH2:3][C@H:4]([OH:32])[C@@H:5]([NH:19][C:20]([C@@H:22]([NH:27][C:28](=[O:31])[O:29][CH3:30])[C:23]([CH3:26])([CH3:25])[CH3:24])=[O:21])[CH2:6][C:7]1[CH:12]=[CH:11][C:10]([C:13]2[CH:18]=[CH:17][CH:16]=[CH:15][N:14]=2)=[CH:9][CH:8]=1.[CH3:40][O:41][C:42]([NH:44][C@@H:45]([C:49]([CH3:53])([S:51][CH3:52])[CH3:50])[C:46](O)=[O:47])=[O:43].CCOP(ON1N=NC2C=CC=CC=2C1=O)(OCC)=O.C(N(CC)C(C)C)(C)C, predict the reaction product. The product is: [CH2:33]([C@@H:2]([CH2:3][C@H:4]([OH:32])[C@H:5]([CH2:6][C:7]1[CH:12]=[CH:11][C:10]([C:13]2[CH:18]=[CH:17][CH:16]=[CH:15][N:14]=2)=[CH:9][CH:8]=1)[NH:19][C:20](=[O:21])[C@H:22]([C:23]([CH3:25])([CH3:26])[CH3:24])[NH:27][C:28](=[O:31])[O:29][CH3:30])[NH:1][C:46](=[O:47])[C@@H:45]([NH:44][C:42](=[O:43])[O:41][CH3:40])[C:49]([CH3:53])([S:51][CH3:52])[CH3:50])[C:34]1[CH:35]=[CH:36][CH:37]=[CH:38][CH:39]=1. (3) Given the reactants C[Si]([N:5]=[N+:6]=[N-:7])(C)C.C([Sn](=[O:17])CCCC)CCC.[CH2:18]([C:22]1[CH:27]=[C:26]([CH3:28])[N:25]([C:29]2[N:34]=[CH:33][C:32](OCC)=[CH:31][N:30]=2)[C:24](=[O:38])[C:23]=1[CH2:39][C:40]1[CH:45]=[CH:44][C:43]([C:46]2[C:47]([C:52]#[N:53])=[CH:48][CH:49]=[CH:50][CH:51]=2)=[CH:42][CH:41]=1)[CH2:19][CH2:20][CH3:21].[C:54]1([CH3:60])C=CC=CC=1, predict the reaction product. The product is: [NH:5]1[C:52]([C:47]2[CH:48]=[CH:49][CH:50]=[CH:51][C:46]=2[C:43]2[CH:44]=[CH:45][C:40]([CH2:39][C:23]3[C:24](=[O:38])[N:25]([C:29]4[N:30]=[C:31]([O:17][CH2:54][CH3:60])[CH:32]=[CH:33][N:34]=4)[C:26]([CH3:28])=[CH:27][C:22]=3[CH2:18][CH2:19][CH2:20][CH3:21])=[CH:41][CH:42]=2)=[N:53][N:7]=[N:6]1. (4) Given the reactants [O:1]1[CH2:6][CH2:5][CH2:4][O:3][CH:2]1[C:7]1[CH:12]=[CH:11][C:10]([C:13]2[S:14][C:15]3[C:20]([N:21]=2)=[CH:19][CH:18]=[C:17]([C:22]([CH:29]2[CH2:32][CH2:31][CH2:30]2)(O)[CH2:23][Si](C)(C)C)[N:16]=3)=[C:9]([F:33])[CH:8]=1.[H-].[K+], predict the reaction product. The product is: [O:3]1[CH2:4][CH2:5][CH2:6][O:1][CH:2]1[C:7]1[CH:12]=[CH:11][C:10]([C:13]2[S:14][C:15]3[C:20]([N:21]=2)=[CH:19][CH:18]=[C:17]([C:22]([CH:29]2[CH2:32][CH2:31][CH2:30]2)=[CH2:23])[N:16]=3)=[C:9]([F:33])[CH:8]=1.